Predict which catalyst facilitates the given reaction. From a dataset of Catalyst prediction with 721,799 reactions and 888 catalyst types from USPTO. (1) Reactant: C[O:2][C:3](=[O:23])[CH2:4][CH2:5][CH2:6][CH:7]1[CH2:12][CH2:11][N:10]([C:13]2[CH:18]=[CH:17][C:16]([C:19]([CH3:22])([CH3:21])[CH3:20])=[CH:15][CH:14]=2)[CH2:9][CH2:8]1.[OH-].[Li+:25].O1CCCC1. Product: [Li+:25].[C:19]([C:16]1[CH:15]=[CH:14][C:13]([N:10]2[CH2:11][CH2:12][CH:7]([CH2:6][CH2:5][CH2:4][C:3]([O-:23])=[O:2])[CH2:8][CH2:9]2)=[CH:18][CH:17]=1)([CH3:22])([CH3:20])[CH3:21]. The catalyst class is: 192. (2) Reactant: C=O.[C:3](O)(=O)C.[C:7]([BH3-])#[N:8].[Na+].N[C:12]1[CH:17]=[C:16]([CH2:18][C:19]([OH:21])=[O:20])[CH:15]=[CH:14][C:13]=1[C:22]1[CH:27]=[CH:26][C:25]([O:28][CH2:29][C:30]2[CH:35]=[CH:34][C:33]([C:36]([F:39])([F:38])[F:37])=[C:32]([OH:40])[C:31]=2[C:41]([O:43][C:44]([CH3:47])([CH3:46])[CH3:45])=[O:42])=[CH:24][CH:23]=1. Product: [C:44]([O:43][C:41]([C:31]1[C:32]([OH:40])=[C:33]([C:36]([F:39])([F:37])[F:38])[CH:34]=[CH:35][C:30]=1[CH2:29][O:28][C:25]1[CH:24]=[CH:23][C:22]([C:13]2[CH:14]=[CH:15][C:16]([CH2:18][C:19]([OH:21])=[O:20])=[CH:17][C:12]=2[N:8]([CH3:7])[CH3:3])=[CH:27][CH:26]=1)=[O:42])([CH3:46])([CH3:45])[CH3:47]. The catalyst class is: 47. (3) Reactant: [C:1]([O:5][C:6]([N:8]([CH2:15][CH2:16][N:17]1[C:26]2[C:21]([C:22](=[O:28])[NH:23][C:24](=[O:27])[N:25]=2)=[N:20][C:19]2[CH:29]=[C:30]([CH3:34])[C:31]([CH3:33])=[CH:32][C:18]1=2)[CH2:9][CH2:10][CH2:11][C:12]([OH:14])=O)=[O:7])([CH3:4])([CH3:3])[CH3:2].F[P-](F)(F)(F)(F)F.C[N+](C)=C(N(C)C)O.Cl.[CH2:51]([O:58][NH2:59])[C:52]1[CH:57]=[CH:56][CH:55]=[CH:54][CH:53]=1.C(N(C(C)C)CC)(C)C. Product: [C:1]([O:5][C:6](=[O:7])[N:8]([CH2:9][CH2:10][CH2:11][C:12](=[O:14])[NH:59][O:58][CH2:51][C:52]1[CH:57]=[CH:56][CH:55]=[CH:54][CH:53]=1)[CH2:15][CH2:16][N:17]1[C:26]2[C:21]([C:22](=[O:28])[NH:23][C:24](=[O:27])[N:25]=2)=[N:20][C:19]2[CH:29]=[C:30]([CH3:34])[C:31]([CH3:33])=[CH:32][C:18]1=2)([CH3:3])([CH3:4])[CH3:2]. The catalyst class is: 18. (4) Product: [CH2:25]([O:24][C:22](=[O:23])[NH:21][C:18]1[CH:19]=[CH:20][C:15]([CH2:14][N:11]2[CH2:10][CH2:9][CH:8]([NH:7][C:6](=[O:5])[CH:34]=[CH2:35])[CH2:13][CH2:12]2)=[CH:16][CH:17]=1)[C:26]1[CH:31]=[CH:30][CH:29]=[CH:28][CH:27]=1. Reactant: C([O:5][C:6](=O)[NH:7][CH:8]1[CH2:13][CH2:12][N:11]([CH2:14][C:15]2[CH:20]=[CH:19][C:18]([NH:21][C:22]([O:24][CH2:25][C:26]3[CH:31]=[CH:30][CH:29]=[CH:28][CH:27]=3)=[O:23])=[CH:17][CH:16]=2)[CH2:10][CH2:9]1)(C)(C)C.Cl.[CH:34](N(C(C)C)CC)(C)[CH3:35].C(Cl)(=O)C=C. The catalyst class is: 258.